Dataset: Peptide-MHC class II binding affinity with 134,281 pairs from IEDB. Task: Regression. Given a peptide amino acid sequence and an MHC pseudo amino acid sequence, predict their binding affinity value. This is MHC class II binding data. The peptide sequence is VSAIVGAAASVFVCL. The MHC is DRB1_0901 with pseudo-sequence DRB1_0901. The binding affinity (normalized) is 0.295.